From a dataset of Forward reaction prediction with 1.9M reactions from USPTO patents (1976-2016). Predict the product of the given reaction. (1) Given the reactants [C:1](Cl)(Cl)=[S:2].[NH2:5][C:6]1[CH:20]=[CH:19][C:9]([CH2:10][P:11](=[O:18])([O:15][CH2:16][CH3:17])[O:12][CH2:13][CH3:14])=[CH:8][CH:7]=1.C(=O)(O)[O-].[Na+].O, predict the reaction product. The product is: [N:5]([C:6]1[CH:7]=[CH:8][C:9]([CH2:10][P:11](=[O:18])([O:12][CH2:13][CH3:14])[O:15][CH2:16][CH3:17])=[CH:19][CH:20]=1)=[C:1]=[S:2]. (2) Given the reactants [Br:1][C:2]1[CH:7]=[CH:6][C:5]([C:8](=O)[CH2:9][S:10][C:11]#[N:12])=[CH:4][CH:3]=1.[OH-].[Na+].[BrH:16], predict the reaction product. The product is: [Br:16][C:11]1[S:10][CH:9]=[C:8]([C:5]2[CH:6]=[CH:7][C:2]([Br:1])=[CH:3][CH:4]=2)[N:12]=1. (3) The product is: [CH2:13]([C:15]1[N:16]=[C:17]([CH3:47])[N:18]([C:37]2[CH:38]=[CH:39][C:40]([O:43][CH:44]([CH3:46])[CH3:45])=[CH:41][CH:42]=2)[C:19](=[O:36])[C:20]=1[CH2:21][C:22]1[CH:23]=[CH:24][C:25]([C:28]2[CH:33]=[CH:32][CH:31]=[CH:30][C:29]=2[C:34]2[NH:3][C:4](=[O:7])[O:5][N:35]=2)=[CH:26][CH:27]=1)[CH3:14]. Given the reactants [Cl-].O[NH3+:3].[C:4](=[O:7])([O-])[OH:5].[Na+].CS(C)=O.[CH2:13]([C:15]1[N:16]=[C:17]([CH3:47])[N:18]([C:37]2[CH:42]=[CH:41][C:40]([O:43][CH:44]([CH3:46])[CH3:45])=[CH:39][CH:38]=2)[C:19](=[O:36])[C:20]=1[CH2:21][C:22]1[CH:27]=[CH:26][C:25]([C:28]2[C:29]([C:34]#[N:35])=[CH:30][CH:31]=[CH:32][CH:33]=2)=[CH:24][CH:23]=1)[CH3:14], predict the reaction product. (4) Given the reactants Br[C:2]1[CH:7]=[CH:6][C:5]([C:8]([OH:11])([CH3:10])[CH3:9])=[CH:4][CH:3]=1.[B:12]1([B:12]2[O:16][C:15]([CH3:18])([CH3:17])[C:14]([CH3:20])([CH3:19])[O:13]2)[O:16][C:15]([CH3:18])([CH3:17])[C:14]([CH3:20])([CH3:19])[O:13]1.C([O-])(=O)C.[K+].ClCCl, predict the reaction product. The product is: [CH3:19][C:14]1([CH3:20])[C:15]([CH3:18])([CH3:17])[O:16][B:12]([C:2]2[CH:7]=[CH:6][C:5]([C:8]([OH:11])([CH3:10])[CH3:9])=[CH:4][CH:3]=2)[O:13]1.